From a dataset of Reaction yield outcomes from USPTO patents with 853,638 reactions. Predict the reaction yield, written as a fraction of the theoretical maximum amount of product (1.0 means a 100% yield; for example, 0.34 means a 34% yield). (1) The reactants are Cl.[NH:2]([C:4]1[CH:5]=[C:6]([CH:10]=[CH:11][CH:12]=1)[C:7]([OH:9])=[O:8])[NH2:3].[CH3:13][C:14]([CH3:21])([CH3:20])[C:15](=O)[CH2:16][C:17]#[N:18].[CH2:22](O)[CH3:23]. No catalyst specified. The product is [CH2:22]([O:8][C:7](=[O:9])[C:6]1[CH:10]=[CH:11][CH:12]=[C:4]([N:2]2[C:17]([NH2:18])=[CH:16][C:15]([C:14]([CH3:21])([CH3:20])[CH3:13])=[N:3]2)[CH:5]=1)[CH3:23].[NH2:18][C:17]1[N:2]([C:4]2[CH:5]=[C:6]([CH:10]=[CH:11][CH:12]=2)[C:7]([OH:9])=[O:8])[N:3]=[C:15]([C:14]([CH3:21])([CH3:20])[CH3:13])[CH:16]=1. The yield is 0.400. (2) The reactants are [C:1]([C:3]1[C:4]([C:20]([F:23])([F:22])[F:21])=[C:5]2[C:9](=[CH:10][CH:11]=1)[N:8]([CH2:12][C:13](=[NH:16])[NH:14][OH:15])[C:7]([CH2:17][CH2:18][CH3:19])=[CH:6]2)#[N:2].[Cl:24][C:25]1[CH:33]=[CH:32][C:31]([I:34])=[CH:30][C:26]=1[C:27](Cl)=O.C(N(CC)CC)C. The yield is 0.220. The product is [Cl:24][C:25]1[CH:33]=[CH:32][C:31]([I:34])=[CH:30][C:26]=1[C:27]1[O:15][N:14]=[C:13]([CH2:12][N:8]2[C:9]3[C:5](=[C:4]([C:20]([F:22])([F:23])[F:21])[C:3]([C:1]#[N:2])=[CH:11][CH:10]=3)[CH:6]=[C:7]2[CH2:17][CH2:18][CH3:19])[N:16]=1. The catalyst is C(#N)C. (3) The reactants are Cl[CH2:2][C:3]([NH:5][C:6]1[C:7]([C:11]([O:13][CH3:14])=[O:12])=[CH:8][S:9][CH:10]=1)=[O:4].C(=O)([O-])[O-].[K+].[K+].[Cl:21][C:22]1[CH:23]=[C:24]([OH:29])[CH:25]=[CH:26][C:27]=1[Cl:28].O. The catalyst is CN(C)C=O. The product is [CH3:14][O:13][C:11]([C:7]1[C:6]([NH:5][C:3](=[O:4])[CH2:2][O:29][C:24]2[CH:25]=[CH:26][C:27]([Cl:28])=[C:22]([Cl:21])[CH:23]=2)=[CH:10][S:9][CH:8]=1)=[O:12]. The yield is 0.700.